From a dataset of Forward reaction prediction with 1.9M reactions from USPTO patents (1976-2016). Predict the product of the given reaction. Given the reactants Cl.[Cl:2][C:3]1[CH:8]=[CH:7][CH:6]=[C:5]([Cl:9])[C:4]=1[C:10]1[CH:14]=[C:13]([C:15]2[CH:20]=[C:19]([NH2:21])[CH:18]=[CH:17][N:16]=2)[O:12][N:11]=1.[C:22]([CH:26]1[CH2:30][CH2:29][CH2:28][N:27]1[C:31]([O:33][C:34]([CH3:37])([CH3:36])[CH3:35])=[O:32])(=[O:25])[CH:23]=[CH2:24].C(N(CC)CC)C, predict the reaction product. The product is: [Cl:9][C:5]1[CH:6]=[CH:7][CH:8]=[C:3]([Cl:2])[C:4]=1[C:10]1[CH:14]=[C:13]([C:15]2[CH:20]=[C:19]([NH:21][CH2:24][CH2:23][C:22]([CH:26]3[CH2:30][CH2:29][CH2:28][N:27]3[C:31]([O:33][C:34]([CH3:35])([CH3:37])[CH3:36])=[O:32])=[O:25])[CH:18]=[CH:17][N:16]=2)[O:12][N:11]=1.